This data is from NCI-60 drug combinations with 297,098 pairs across 59 cell lines. The task is: Regression. Given two drug SMILES strings and cell line genomic features, predict the synergy score measuring deviation from expected non-interaction effect. (1) Drug 1: CC1=C2C(C(=O)C3(C(CC4C(C3C(C(C2(C)C)(CC1OC(=O)C(C(C5=CC=CC=C5)NC(=O)OC(C)(C)C)O)O)OC(=O)C6=CC=CC=C6)(CO4)OC(=O)C)OC)C)OC. Drug 2: CC1CCC2CC(C(=CC=CC=CC(CC(C(=O)C(C(C(=CC(C(=O)CC(OC(=O)C3CCCCN3C(=O)C(=O)C1(O2)O)C(C)CC4CCC(C(C4)OC)OCCO)C)C)O)OC)C)C)C)OC. Cell line: CAKI-1. Synergy scores: CSS=45.7, Synergy_ZIP=-4.97, Synergy_Bliss=-5.31, Synergy_Loewe=3.28, Synergy_HSA=4.32. (2) Drug 1: C(CC(=O)O)C(=O)CN.Cl. Drug 2: CC1C(C(CC(O1)OC2CC(CC3=C2C(=C4C(=C3O)C(=O)C5=C(C4=O)C(=CC=C5)OC)O)(C(=O)CO)O)N)O.Cl. Cell line: U251. Synergy scores: CSS=41.1, Synergy_ZIP=1.98, Synergy_Bliss=0.435, Synergy_Loewe=-10.5, Synergy_HSA=1.50. (3) Drug 1: CNC(=O)C1=NC=CC(=C1)OC2=CC=C(C=C2)NC(=O)NC3=CC(=C(C=C3)Cl)C(F)(F)F. Drug 2: C(CN)CNCCSP(=O)(O)O. Cell line: HCT116. Synergy scores: CSS=2.15, Synergy_ZIP=-1.67, Synergy_Bliss=-0.312, Synergy_Loewe=-4.96, Synergy_HSA=-2.56. (4) Drug 1: CC1=C(C(CCC1)(C)C)C=CC(=CC=CC(=CC(=O)O)C)C. Drug 2: C(CC(=O)O)C(=O)CN.Cl. Cell line: HL-60(TB). Synergy scores: CSS=35.7, Synergy_ZIP=-3.91, Synergy_Bliss=-7.31, Synergy_Loewe=-30.8, Synergy_HSA=-6.93. (5) Drug 1: CC(CN1CC(=O)NC(=O)C1)N2CC(=O)NC(=O)C2. Drug 2: CC1C(C(CC(O1)OC2CC(CC3=C2C(=C4C(=C3O)C(=O)C5=CC=CC=C5C4=O)O)(C(=O)C)O)N)O. Cell line: SK-MEL-28. Synergy scores: CSS=51.1, Synergy_ZIP=-5.59, Synergy_Bliss=-5.10, Synergy_Loewe=-36.3, Synergy_HSA=-2.96. (6) Drug 1: CCC1(C2=C(COC1=O)C(=O)N3CC4=CC5=C(C=CC(=C5CN(C)C)O)N=C4C3=C2)O.Cl. Drug 2: C1C(C(OC1N2C=NC(=NC2=O)N)CO)O. Cell line: MDA-MB-435. Synergy scores: CSS=2.50, Synergy_ZIP=-5.07, Synergy_Bliss=-1.83, Synergy_Loewe=-2.21, Synergy_HSA=-1.59.